From a dataset of Catalyst prediction with 721,799 reactions and 888 catalyst types from USPTO. Predict which catalyst facilitates the given reaction. (1) Reactant: [CH3:1][N:2]([CH3:41])[CH2:3][CH2:4][N:5]1[C:14]2[C:9](=[CH:10][C:11]([C:15]3[CH:16]=[N:17][C:18]([NH:30][C:31]([NH:33][CH2:34][CH2:35][CH3:36])=[O:32])=[CH:19][C:20]=3[C:21]3[S:22][CH:23]=[C:24]([C:26]([F:29])([F:28])[F:27])[N:25]=3)=[CH:12][CH:13]=2)[C:8](=[O:37])[C:7]([C:38]([OH:40])=O)=[CH:6]1.CN(C(ON1N=NC2C=CC=NC1=2)=[N+](C)C)C.F[P-](F)(F)(F)(F)F.C(N(C(C)C)CC)(C)C.[CH3:75][N:76]([CH3:86])[S:77]([N:80]1[CH2:85][CH2:84][NH:83][CH2:82][CH2:81]1)(=[O:79])=[O:78]. Product: [CH3:1][N:2]([CH3:41])[CH2:3][CH2:4][N:5]1[C:14]2[C:9](=[CH:10][C:11]([C:15]3[CH:16]=[N:17][C:18]([NH:30][C:31]([NH:33][CH2:34][CH2:35][CH3:36])=[O:32])=[CH:19][C:20]=3[C:21]3[S:22][CH:23]=[C:24]([C:26]([F:28])([F:27])[F:29])[N:25]=3)=[CH:12][CH:13]=2)[C:8](=[O:37])[C:7]([C:38]([N:83]2[CH2:82][CH2:81][N:80]([S:77]([N:76]([CH3:86])[CH3:75])(=[O:79])=[O:78])[CH2:85][CH2:84]2)=[O:40])=[CH:6]1. The catalyst class is: 9. (2) Reactant: [CH3:1][C:2]1[CH:7]=[CH:6][CH:5]=[C:4]([CH3:8])[C:3]=1[NH:9][C:10](=[O:41])[C:11]1[CH:16]=[CH:15][C:14]([NH:17][C:18]2[N:19]=[C:20]([C:35]3[CH:40]=[CH:39][CH:38]=[CH:37][CH:36]=3)[C:21]3[CH2:27][CH2:26][N:25](CC4C=CC=CC=4)[CH2:24][C:22]=3[N:23]=2)=[CH:13][CH:12]=1.C1CC=CCC=1. Product: [CH3:8][C:4]1[CH:5]=[CH:6][CH:7]=[C:2]([CH3:1])[C:3]=1[NH:9][C:10](=[O:41])[C:11]1[CH:12]=[CH:13][C:14]([NH:17][C:18]2[N:19]=[C:20]([C:35]3[CH:36]=[CH:37][CH:38]=[CH:39][CH:40]=3)[C:21]3[CH2:27][CH2:26][NH:25][CH2:24][C:22]=3[N:23]=2)=[CH:15][CH:16]=1. The catalyst class is: 63. (3) Reactant: [CH2:1]([C:4]1([CH3:17])[C:13]2[C:8](=[CH:9][CH:10]=[CH:11][CH:12]=2)[C:7](=[O:14])[CH:6]=[C:5]1[O:15]C)[CH:2]=[CH2:3].[OH-].[Na+].Cl. Product: [CH2:1]([C:4]1([CH3:17])[C:13]2[C:8](=[CH:9][CH:10]=[CH:11][CH:12]=2)[C:7]([OH:14])=[CH:6][C:5]1=[O:15])[CH:2]=[CH2:3]. The catalyst class is: 5. (4) Reactant: CC[N:3]=C=NCCCN(C)C.Cl.ON1C2C=CC=CC=2N=N1.[NH2:23][C:24]1[C:32]([I:33])=[CH:31][CH:30]=[CH:29][C:25]=1[C:26](O)=[O:27].O.N. The catalyst class is: 18. Product: [NH2:23][C:24]1[C:32]([I:33])=[CH:31][CH:30]=[CH:29][C:25]=1[C:26]([NH2:3])=[O:27]. (5) Reactant: [NH:1]1[CH2:6][CH2:5][CH2:4][CH2:3][CH:2]1[CH2:7][CH2:8][O:9][C:10]1[CH:15]=[CH:14][C:13]([C:16]2[NH:20][C:19]3[CH:21]=[CH:22][C:23]([C:25]([NH2:27])=[O:26])=[CH:24][C:18]=3[N:17]=2)=[CH:12][CH:11]=1.[C:28](OC(=O)C)(=[O:30])[CH3:29]. Product: [C:28]([N:1]1[CH2:6][CH2:5][CH2:4][CH2:3][CH:2]1[CH2:7][CH2:8][O:9][C:10]1[CH:11]=[CH:12][C:13]([C:16]2[NH:20][C:19]3[CH:21]=[CH:22][C:23]([C:25]([NH2:27])=[O:26])=[CH:24][C:18]=3[N:17]=2)=[CH:14][CH:15]=1)(=[O:30])[CH3:29]. The catalyst class is: 456. (6) Reactant: [C:1]([Si:5]([CH3:14])([CH3:13])[O:6][CH2:7][CH2:8][CH2:9][C@H:10]1[CH2:12][O:11]1)([CH3:4])([CH3:3])[CH3:2].[NH2:15][C:16]1[CH:17]=[CH:18][C:19]2[S:24][CH2:23][C:22](=[O:25])[NH:21][C:20]=2[CH:26]=1. Product: [C:1]([Si:5]([CH3:14])([CH3:13])[O:6][CH2:7][CH2:8][CH2:9][C@H:10]([OH:11])[CH2:12][NH:15][C:16]1[CH:17]=[CH:18][C:19]2[S:24][CH2:23][C:22](=[O:25])[NH:21][C:20]=2[CH:26]=1)([CH3:4])([CH3:3])[CH3:2]. The catalyst class is: 23. (7) Reactant: [C:12]([O:11][C:9](O[C:9]([O:11][C:12]([CH3:15])([CH3:14])[CH3:13])=[O:10])=[O:10])([CH3:15])([CH3:14])[CH3:13].[NH2:16][C@@H:17]([CH2:20][C:21]1[CH:26]=[CH:25][C:24]([Cl:27])=[CH:23][C:22]=1[Cl:28])[CH2:18][OH:19]. Product: [Cl:28][C:22]1[CH:23]=[C:24]([Cl:27])[CH:25]=[CH:26][C:21]=1[CH2:20][C@H:17]([NH:16][C:9](=[O:10])[O:11][C:12]([CH3:13])([CH3:14])[CH3:15])[CH2:18][OH:19]. The catalyst class is: 22. (8) Reactant: [CH3:1][O:2][C:3]1[CH:4]=[C:5]([C:11]2[CH:12]=[N:13][C:14]([SH:17])=[N:15][CH:16]=2)[CH:6]=[CH:7][C:8]=1[O:9][CH3:10].[C:18]([O:22][C:23]([N:25]1[CH2:30][CH2:29][CH2:28][CH:27]([CH2:31][NH:32][C:33](=[O:36])[CH2:34]Cl)[CH2:26]1)=[O:24])([CH3:21])([CH3:20])[CH3:19].C(N(C(C)C)CC)(C)C. Product: [C:18]([O:22][C:23]([N:25]1[CH2:30][CH2:29][CH2:28][CH:27]([CH2:31][NH:32][C:33](=[O:36])[CH2:34][S:17][C:14]2[N:13]=[CH:12][C:11]([C:5]3[CH:6]=[CH:7][C:8]([O:9][CH3:10])=[C:3]([O:2][CH3:1])[CH:4]=3)=[CH:16][N:15]=2)[CH2:26]1)=[O:24])([CH3:21])([CH3:19])[CH3:20]. The catalyst class is: 2. (9) Reactant: F[C:2]1[CH:3]=[N:4][CH:5]=[CH:6][C:7]=1[C:8]1[O:9][C:10]2[CH:16]=[CH:15][C:14]([C:17]([F:20])([F:19])[F:18])=[CH:13][C:11]=2[N:12]=1.[F:21][C:22]([F:29])([F:28])[C:23]1[CH:27]=[CH:26][NH:25][N:24]=1.C(=O)([O-])[O-].[K+].[K+].CN(C=O)C. Product: [F:21][C:22]([F:29])([F:28])[C:23]1[CH:27]=[CH:26][N:25]([C:2]2[CH:3]=[N:4][CH:5]=[CH:6][C:7]=2[C:8]2[O:9][C:10]3[CH:16]=[CH:15][C:14]([C:17]([F:20])([F:19])[F:18])=[CH:13][C:11]=3[N:12]=2)[N:24]=1. The catalyst class is: 6.